Predict the product of the given reaction. From a dataset of Forward reaction prediction with 1.9M reactions from USPTO patents (1976-2016). (1) Given the reactants [CH3:1][P:2](=[O:7])([O:5][CH3:6])[O:3][CH3:4].[Li]CCCC.[O:13]1[CH2:18][CH2:17][CH:16]([C:19](OCC)=[O:20])[CH2:15][CH2:14]1, predict the reaction product. The product is: [O:13]1[CH2:18][CH2:17][CH:16]([C:19](=[O:20])[CH2:1][P:2](=[O:7])([O:5][CH3:6])[O:3][CH3:4])[CH2:15][CH2:14]1. (2) Given the reactants [N+:1]([C:4]1[CH:9]=[CH:8][C:7]([OH:10])=[CH:6][CH:5]=1)([O-:3])=[O:2].[H-].[Na+].Br[CH2:14][C:15]([OH:17])=[O:16].Cl, predict the reaction product. The product is: [N+:1]([C:4]1[CH:9]=[CH:8][C:7]([O:10][CH2:14][C:15]([OH:17])=[O:16])=[CH:6][CH:5]=1)([O-:3])=[O:2]. (3) Given the reactants [C:1]1([OH:7])[CH:6]=[CH:5][CH:4]=[CH:3][CH:2]=1.Br[C:9]12[CH2:18][C:13]3([CH3:19])[CH2:14][CH:15]([CH2:17][C:11]([CH3:20])([CH2:12]3)[CH2:10]1)[CH2:16]2.[OH-].[Na+], predict the reaction product. The product is: [CH3:19][C:13]12[CH2:14][CH:15]3[CH2:17][C:11]([CH3:20])([CH2:10][C:9]([C:1]4([OH:7])[CH:6]=[CH:5][CH:4]=[CH:3][CH2:2]4)([CH2:16]3)[CH2:18]1)[CH2:12]2. (4) Given the reactants [CH:1]1([C:7]2([CH3:15])[N:11]([CH3:12])[C:10](=[O:13])[NH:9][C:8]2=[O:14])[CH2:6][CH2:5][CH2:4][CH2:3][CH2:2]1.N#N.[H-].[Na+].Br[CH2:21][C:22]([C:24]1[CH:29]=[CH:28][CH:27]=[CH:26][C:25]=1[F:30])=[O:23], predict the reaction product. The product is: [CH:1]1([C:7]2([CH3:15])[N:11]([CH3:12])[C:10](=[O:13])[N:9]([CH2:21][C:22]([C:24]3[CH:29]=[CH:28][CH:27]=[CH:26][C:25]=3[F:30])=[O:23])[C:8]2=[O:14])[CH2:2][CH2:3][CH2:4][CH2:5][CH2:6]1. (5) Given the reactants [F:1][C:2]1[CH:7]=[C:6](B2[O:12][C:11](C)(C)C(C)(C)O2)[CH:5]=[CH:4][C:3]=1[C:17]1[N:18]=[CH:19][C:20]([NH2:23])=[N:21][CH:22]=1.Br[C:25]1[CH:30]=[CH:29][CH:28]=[CH:27][C:26]=1[CH2:31][S:32]([NH:35][CH3:36])(=[O:34])=[O:33], predict the reaction product. The product is: [CH:11]([OH:12])=[O:33].[NH2:23][C:20]1[N:21]=[CH:22][C:17]([C:3]2[CH:4]=[CH:5][C:6]([C:25]3[CH:30]=[CH:29][CH:28]=[CH:27][C:26]=3[CH2:31][S:32]([NH:35][CH3:36])(=[O:33])=[O:34])=[CH:7][C:2]=2[F:1])=[N:18][CH:19]=1.